Dataset: Forward reaction prediction with 1.9M reactions from USPTO patents (1976-2016). Task: Predict the product of the given reaction. (1) Given the reactants C(P1(=O)OP(CCC)(=O)OP(CCC)(=O)O1)CC.C(OCC)(=O)C.[CH3:25][C:26]1[N:27]=[N:28][N:29]([CH2:31][C:32]2[CH:37]=[C:36]([C:38]([F:41])([F:40])[F:39])[CH:35]=[CH:34][C:33]=2/[CH:42]=[CH:43]/[C:44]([OH:46])=O)[N:30]=1.[CH3:47][C:48]1[O:49][C:50]([CH2:53][CH:54]2[CH2:59][CH2:58][NH:57][CH2:56][CH2:55]2)=[N:51][N:52]=1.C(=O)(O)[O-].[Na+], predict the reaction product. The product is: [CH3:47][C:48]1[O:49][C:50]([CH2:53][CH:54]2[CH2:59][CH2:58][N:57]([C:44](=[O:46])/[CH:43]=[CH:42]/[C:33]3[CH:34]=[CH:35][C:36]([C:38]([F:39])([F:40])[F:41])=[CH:37][C:32]=3[CH2:31][N:29]3[N:28]=[N:27][C:26]([CH3:25])=[N:30]3)[CH2:56][CH2:55]2)=[N:51][N:52]=1. (2) Given the reactants [C:1]([OH:8])(=O)[C:2]#[C:3][CH2:4][CH2:5][CH3:6].Cl.[CH2:10]([C:12]1[S:32][C:15]2[N:16]=[C:17]([S:26][CH2:27][C:28]([O:30][CH3:31])=[O:29])[N:18]=[C:19]([N:20]3[CH2:25][CH2:24][NH:23][CH2:22][CH2:21]3)[C:14]=2[CH:13]=1)[CH3:11].C(N(C(C)C)CC)(C)C, predict the reaction product. The product is: [CH2:10]([C:12]1[S:32][C:15]2[N:16]=[C:17]([S:26][CH2:27][C:28]([O:30][CH3:31])=[O:29])[N:18]=[C:19]([N:20]3[CH2:25][CH2:24][N:23]([C:1](=[O:8])[CH2:2][CH2:3][CH2:4][C:5]#[CH:6])[CH2:22][CH2:21]3)[C:14]=2[CH:13]=1)[CH3:11].